From a dataset of Reaction yield outcomes from USPTO patents with 853,638 reactions. Predict the reaction yield, written as a fraction of the theoretical maximum amount of product (1.0 means a 100% yield; for example, 0.34 means a 34% yield). (1) The reactants are C([O:5][C:6](=[O:33])[CH2:7][CH2:8][NH:9][CH2:10][CH2:11][C:12]1[CH:21]=[CH:20][C:19]2[C:14](=[CH:15][CH:16]=[C:17]([O:22][CH:23]3[CH2:28][CH2:27][CH:26]([C:29]([CH3:32])([CH3:31])[CH3:30])[CH2:25][CH2:24]3)[CH:18]=2)[CH:13]=1)(C)(C)C. The product is [C:29]([CH:26]1[CH2:25][CH2:24][CH:23]([O:22][C:17]2[CH:18]=[C:19]3[C:14](=[CH:15][CH:16]=2)[CH:13]=[C:12]([CH2:11][CH2:10][NH:9][CH2:8][CH2:7][C:6]([OH:33])=[O:5])[CH:21]=[CH:20]3)[CH2:28][CH2:27]1)([CH3:32])([CH3:30])[CH3:31]. The yield is 0.490. The catalyst is Cl.O1CCOCC1. (2) The reactants are C([O:4][CH2:5][C:6]1[C:7]([N:29]2[N:38]=[CH:37][C:36]3[C:31](=[C:32]([F:43])[CH:33]=[C:34]([C:39]([CH3:42])([CH3:41])[CH3:40])[CH:35]=3)[C:30]2=[O:44])=[N:8][CH:9]=[CH:10][C:11]=1[C:12]1[CH:17]=[C:16]([NH:18][C:19]2[CH:23]=[C:22]([CH3:24])[N:21]([CH2:25][CH3:26])[N:20]=2)[C:15](=[O:27])[N:14]([CH3:28])[CH:13]=1)(=O)C.[OH-].[Li+].C1COCC1.C(O)(C)C. The catalyst is O. The product is [C:39]([C:34]1[CH:35]=[C:36]2[C:31](=[C:32]([F:43])[CH:33]=1)[C:30](=[O:44])[N:29]([C:7]1[C:6]([CH2:5][OH:4])=[C:11]([C:12]3[CH:17]=[C:16]([NH:18][C:19]4[CH:23]=[C:22]([CH3:24])[N:21]([CH2:25][CH3:26])[N:20]=4)[C:15](=[O:27])[N:14]([CH3:28])[CH:13]=3)[CH:10]=[CH:9][N:8]=1)[N:38]=[CH:37]2)([CH3:41])([CH3:40])[CH3:42]. The yield is 0.260.